Dataset: Forward reaction prediction with 1.9M reactions from USPTO patents (1976-2016). Task: Predict the product of the given reaction. (1) The product is: [OH2:2].[OH2:9].[OH2:2].[OH2:2].[OH2:2].[OH2:2].[OH2:2].[OH2:2].[OH2:2].[OH2:2].[C:1](=[O:2])([O-:4])[O-:3].[Na+:5].[Na+:5]. Given the reactants [C:1](=[O:4])([O-:3])[O-:2].[Na+:5].[Na+].[Na+].[Cl-].[O-:9]S([O-])(=O)=O.[Na+].[Na+], predict the reaction product. (2) Given the reactants [CH2:1]([C:3]1[CH:8]=[C:7]([CH:9]=O)[CH:6]=[CH:5][C:4]=1[N:11]=[C:12]1[S:16][CH2:15][C:14]2([CH2:20][CH2:19][CH2:18][CH2:17]2)[N:13]1[CH:21]1[CH2:25][CH2:24][CH2:23][CH2:22]1)[CH3:2].[C:26](#[N:30])[CH2:27][C:28]#[N:29], predict the reaction product. The product is: [CH2:1]([C:3]1[CH:8]=[C:7]([CH:9]=[C:27]([C:26]#[N:30])[C:28]#[N:29])[CH:6]=[CH:5][C:4]=1[N:11]=[C:12]1[S:16][CH2:15][C:14]2([CH2:20][CH2:19][CH2:18][CH2:17]2)[N:13]1[CH:21]1[CH2:25][CH2:24][CH2:23][CH2:22]1)[CH3:2]. (3) Given the reactants [CH:1]([C:4]1[N:8]2[C:9]([CH3:16])=[CH:10][CH:11]=[C:12]([C:13](O)=[O:14])[C:7]2=[N:6][N:5]=1)([CH3:3])[CH3:2].CN(C)C=O.C(Cl)(=O)C([Cl:25])=O, predict the reaction product. The product is: [ClH:25].[CH:1]([C:4]1[N:8]2[C:9]([CH3:16])=[CH:10][CH:11]=[C:12]([C:13]([Cl:25])=[O:14])[C:7]2=[N:6][N:5]=1)([CH3:3])[CH3:2]. (4) Given the reactants [CH3:1][O:2][C:3](=[O:19])[C:4]1[CH:9]=[C:8]([O:10][C:11]2[CH:16]=[CH:15][C:14]([NH2:17])=[C:13](F)[CH:12]=2)[CH:7]=[N:6][CH:5]=1.NC1C=CC(O)=CC=1[F:28], predict the reaction product. The product is: [CH3:1][O:2][C:3](=[O:19])[C:4]1[CH:9]=[C:8]([O:10][C:11]2[CH:16]=[CH:15][C:14]([NH2:17])=[CH:13][C:12]=2[F:28])[CH:7]=[N:6][CH:5]=1. (5) Given the reactants [CH3:1][O:2][CH2:3][CH2:4][O:5][C:6]1[CH:11]=[CH:10][C:9](Br)=[CH:8][CH:7]=1.C([Li])CCC.CCCCCC.[CH2:24]([Sn:28](Cl)([CH2:33][CH2:34][CH2:35][CH3:36])[CH2:29][CH2:30][CH2:31][CH3:32])[CH2:25][CH2:26][CH3:27], predict the reaction product. The product is: [CH3:1][O:2][CH2:3][CH2:4][O:5][C:6]1[CH:11]=[CH:10][C:9]([Sn:28]([CH2:29][CH2:30][CH2:31][CH3:32])([CH2:33][CH2:34][CH2:35][CH3:36])[CH2:24][CH2:25][CH2:26][CH3:27])=[CH:8][CH:7]=1. (6) Given the reactants [NH:1]([C:3]1[CH:8]=[C:7]([C:9]#[N:10])[CH:6]=[CH:5][N:4]=1)[NH2:2].[Cl:11][C:12]1[CH:17]=[CH:16][CH:15]=[CH:14][C:13]=1[C:18](=O)[CH2:19][C:20](OCC)=[O:21], predict the reaction product. The product is: [Cl:11][C:12]1[CH:17]=[CH:16][CH:15]=[CH:14][C:13]=1[C:18]1[CH:19]=[C:20]([OH:21])[N:1]([C:3]2[CH:8]=[C:7]([C:9]#[N:10])[CH:6]=[CH:5][N:4]=2)[N:2]=1. (7) The product is: [F:11][C:12]([F:23])([F:22])[C:13]([NH:10][C:7]1([C:1]2[CH:6]=[CH:5][CH:4]=[CH:3][CH:2]=2)[CH2:9][CH2:8]1)=[O:14]. Given the reactants [C:1]1([C:7]2([NH2:10])[CH2:9][CH2:8]2)[CH:6]=[CH:5][CH:4]=[CH:3][CH:2]=1.[F:11][C:12]([F:23])([F:22])[C:13](O[C:13](=[O:14])[C:12]([F:23])([F:22])[F:11])=[O:14], predict the reaction product.